This data is from HIV replication inhibition screening data with 41,000+ compounds from the AIDS Antiviral Screen. The task is: Binary Classification. Given a drug SMILES string, predict its activity (active/inactive) in a high-throughput screening assay against a specified biological target. The result is 0 (inactive). The molecule is O=C(O)C(Cc1ccccc1)NC(=O)C1CCCN1C(=O)OCc1ccccc1.